From a dataset of Forward reaction prediction with 1.9M reactions from USPTO patents (1976-2016). Predict the product of the given reaction. (1) Given the reactants [F:1][C:2]1[CH:7]=[CH:6][C:5]([O:8][CH:9]([CH3:11])[CH3:10])=[CH:4][C:3]=1[CH2:12][OH:13], predict the reaction product. The product is: [F:1][C:2]1[CH:7]=[CH:6][C:5]([O:8][CH:9]([CH3:11])[CH3:10])=[CH:4][C:3]=1[CH:12]=[O:13]. (2) Given the reactants [Cl:1][C:2]1[CH:7]=[CH:6][C:5]([OH:8])=[CH:4][C:3]=1[CH:9]([CH3:28])[C:10]([C:16]1[CH:17]=[CH:18][C:19]2[O:24][CH2:23][C:22](=[O:25])[N:21]([CH3:26])[C:20]=2[CH:27]=1)([OH:15])[C:11]([F:14])([F:13])[F:12].[C:29]([CH2:31][C:32]1[CH:33]=[C:34](B(O)O)[CH:35]=[CH:36][CH:37]=1)#[N:30], predict the reaction product. The product is: [Cl:1][C:2]1[CH:7]=[CH:6][C:5]([O:8][C:36]2[CH:37]=[C:32]([CH2:31][C:29]#[N:30])[CH:33]=[CH:34][CH:35]=2)=[CH:4][C:3]=1[CH:9]([CH3:28])[C:10]([OH:15])([C:16]1[CH:17]=[CH:18][C:19]2[O:24][CH2:23][C:22](=[O:25])[N:21]([CH3:26])[C:20]=2[CH:27]=1)[C:11]([F:12])([F:13])[F:14]. (3) Given the reactants C(O[BH-](OC(=O)C)OC(=O)C)(=O)C.[Na+].[NH2:15][CH2:16][C:17]1[CH:22]=[CH:21][C:20]([C:23]2[CH2:27][C:26]([C:29]([F:32])([F:31])[F:30])([OH:28])[O:25][N:24]=2)=[CH:19][CH:18]=1.[CH3:33][S:34][C:35]1[CH:42]=[CH:41][C:38]([CH:39]=O)=[CH:37][CH:36]=1, predict the reaction product. The product is: [CH3:33][S:34][C:35]1[CH:42]=[CH:41][C:38]([CH2:39][NH:15][CH2:16][C:17]2[CH:22]=[CH:21][C:20]([C:23]3[CH2:27][C:26]([C:29]([F:31])([F:32])[F:30])([OH:28])[O:25][N:24]=3)=[CH:19][CH:18]=2)=[CH:37][CH:36]=1. (4) Given the reactants [CH3:1][N:2]1[C:6]([C:7]([OH:9])=O)=[C:5]([N+:10]([O-:12])=[O:11])[CH:4]=[N:3]1.[NH:13]1[CH2:16][CH2:15][CH2:14]1.C(N(C(C)C)CC)(C)C.CCCP1(OP(CCC)(=O)OP(CCC)(=O)O1)=O, predict the reaction product. The product is: [N:13]1([C:7]([C:6]2[N:2]([CH3:1])[N:3]=[CH:4][C:5]=2[N+:10]([O-:12])=[O:11])=[O:9])[CH2:16][CH2:15][CH2:14]1. (5) Given the reactants NC[C@@H]1CCCN(C(OC(C)(C)C)=O)C1.[N+:16]([C:19]1[CH:24]=[CH:23][CH:22]=[CH:21][C:20]=1[NH:25][CH2:26][C@H:27]1[CH2:32][CH2:31][CH2:30][N:29]([C:33]([O:35][C:36]([CH3:39])([CH3:38])[CH3:37])=[O:34])[CH2:28]1)([O-:18])=[O:17], predict the reaction product. The product is: [N+:16]([C:19]1[CH:24]=[CH:23][CH:22]=[CH:21][C:20]=1[NH:25][CH2:26][C@@H:27]1[CH2:32][CH2:31][CH2:30][N:29]([C:33]([O:35][C:36]([CH3:39])([CH3:38])[CH3:37])=[O:34])[CH2:28]1)([O-:18])=[O:17]. (6) Given the reactants [Br:1][C:2]1[C:7]([O:8][CH3:9])=[CH:6][N:5]=[C:4](Cl)[CH:3]=1.S([O:16][CH3:17])(OC)(=O)=O.CC#N.C([O-])(O)=O.[Na+], predict the reaction product. The product is: [Br:1][C:2]1[C:7]([O:8][CH3:9])=[CH:6][N:5]([CH3:4])[C:17](=[O:16])[CH:3]=1. (7) Given the reactants [F:1][C:2]1[C:3]([N+:16]([O-])=O)=[C:4]([NH:8][C:9]2[CH:14]=[CH:13][CH:12]=[C:11]([F:15])[CH:10]=2)[CH:5]=[CH:6][CH:7]=1, predict the reaction product. The product is: [F:1][C:2]1[CH:7]=[CH:6][CH:5]=[C:4]([NH:8][C:9]2[CH:14]=[CH:13][CH:12]=[C:11]([F:15])[CH:10]=2)[C:3]=1[NH2:16]. (8) Given the reactants [I:1][C:2]1[C:10]2[C:5](=[N:6][CH:7]=[C:8]([Br:11])[CH:9]=2)[NH:4][CH:3]=1.[H-].[Na+].[C:14]1([S:20](Cl)(=[O:22])=[O:21])[CH:19]=[CH:18][CH:17]=[CH:16][CH:15]=1.O, predict the reaction product. The product is: [I:1][C:2]1[C:10]2[C:5](=[N:6][CH:7]=[C:8]([Br:11])[CH:9]=2)[N:4]([S:20]([C:14]2[CH:19]=[CH:18][CH:17]=[CH:16][CH:15]=2)(=[O:22])=[O:21])[CH:3]=1. (9) Given the reactants C([O:3][C:4](=[O:39])[CH:5]([O:7][P:8]([OH:38])([CH2:10][CH2:11][NH:12][CH2:13][C:14]([CH3:37])=[CH:15][CH2:16][C:17]1[C:18]([O:30]CC[Si](C)(C)C)=[C:19]2[C:23](=[C:24]([CH3:28])[C:25]=1[O:26][CH3:27])[CH2:22][O:21][C:20]2=[O:29])=[O:9])[CH3:6])C, predict the reaction product. The product is: [OH:38][P:8]([CH2:10][CH2:11][NH:12][CH2:13][C:14]([CH3:37])=[CH:15][CH2:16][C:17]1[C:18]([OH:30])=[C:19]2[C:23](=[C:24]([CH3:28])[C:25]=1[O:26][CH3:27])[CH2:22][O:21][C:20]2=[O:29])([O:7][CH:5]([CH3:6])[C:4]([OH:39])=[O:3])=[O:9].